From a dataset of Catalyst prediction with 721,799 reactions and 888 catalyst types from USPTO. Predict which catalyst facilitates the given reaction. (1) Reactant: [CH3:1][S:2][C:3]1[NH:11][C:6]2=[N:7][CH:8]=[CH:9][CH:10]=[C:5]2[N:4]=1.Br[CH2:13][CH2:14][O:15][CH3:16].O. Product: [CH3:16][O:15][CH2:14][CH2:13][N:11]1[C:6]2=[N:7][CH:8]=[CH:9][CH:10]=[C:5]2[N:4]=[C:3]1[S:2][CH3:1]. The catalyst class is: 3. (2) Reactant: [C:1]1([C:7]2[N:8]=[C:9]([C@H:12]3[CH2:17][CH2:16][C@H:15]([C:18]([OH:20])=O)[CH2:14][CH2:13]3)[NH:10][CH:11]=2)[CH:6]=[CH:5][CH:4]=[CH:3][CH:2]=1.[NH2:21][CH2:22][CH2:23][NH:24][C:25]([C:27]1[C:28]([C:38]([F:41])([F:40])[F:39])=[N:29][N:30]([C:32]2[CH:37]=[CH:36][CH:35]=[CH:34][CH:33]=2)[CH:31]=1)=[O:26].C1C=CC2N(O)N=NC=2C=1.O.CCN=C=NCCCN(C)C.Cl.C(N(CC)CC)C. Product: [C:32]1([N:30]2[CH:31]=[C:27]([C:25]([NH:24][CH2:23][CH2:22][NH:21][C:18]([C@H:15]3[CH2:16][CH2:17][C@H:12]([C:9]4[NH:10][CH:11]=[C:7]([C:1]5[CH:6]=[CH:5][CH:4]=[CH:3][CH:2]=5)[N:8]=4)[CH2:13][CH2:14]3)=[O:20])=[O:26])[C:28]([C:38]([F:40])([F:41])[F:39])=[N:29]2)[CH:33]=[CH:34][CH:35]=[CH:36][CH:37]=1. The catalyst class is: 2. (3) Reactant: C(OCC)(=O)C.[CH:7]1[CH:8]=[CH:9][C:10]([C@@H:13]2[N:22]([C:23]([O:25][C@@H:26]3[CH:31]4[CH2:32][CH2:33][N:28]([CH2:29][CH2:30]4)[CH2:27]3)=[O:24])[CH2:21][CH2:20][C:19]3[CH:18]=[CH:17][CH:16]=[CH:15][C:14]2=3)=[CH:11][CH:12]=1.[C:34]([OH:39])(=[O:38])[C:35]([OH:37])=[O:36]. Product: [CH:7]1[CH:12]=[CH:11][C:10]([C@@H:13]2[N:22]([C:23]([O:25][C@@H:26]3[CH:31]4[CH2:30][CH2:29][N:28]([CH2:33][CH2:32]4)[CH2:27]3)=[O:24])[CH2:21][CH2:20][C:19]3[CH:18]=[CH:17][CH:16]=[CH:15][C:14]2=3)=[CH:9][CH:8]=1.[C:34]([O-:39])(=[O:38])[C:35]([O-:37])=[O:36]. The catalyst class is: 8.